Dataset: Forward reaction prediction with 1.9M reactions from USPTO patents (1976-2016). Task: Predict the product of the given reaction. (1) Given the reactants [OH:1][CH:2]1[O:6][C:5](=[O:7])[CH:4]=[C:3]1[CH2:8][CH2:9][CH3:10], predict the reaction product. The product is: [OH:1][C:2]1[O:6][C:5](=[O:7])[CH2:4][C:3]=1[CH2:8][CH2:9][CH3:10]. (2) Given the reactants [F:1][C:2]1[CH:25]=[CH:24][C:5]([CH2:6][N:7]([CH2:18][CH:19](OC)OC)S(C2C=CC(C)=CC=2)(=O)=O)=[CH:4][C:3]=1[Cl:26].BrC1C=C2C(=CC=1)C=NC=C2, predict the reaction product. The product is: [F:1][C:2]1[CH:25]=[C:24]2[C:5](=[CH:4][C:3]=1[Cl:26])[CH:6]=[N:7][CH:18]=[CH:19]2. (3) Given the reactants [C-]#N.[Na+].[C:4]1([CH3:10])[CH:9]=[CH:8][CH:7]=[CH:6][CH:5]=1.[CH3:11][NH:12][NH2:13].O.[CH3:15][N:16](C)[CH:17]=[O:18], predict the reaction product. The product is: [CH3:11][N:12]([C:17]([NH:16][CH2:15][C:5]1[CH:6]=[C:7]([C:4]2[CH:9]=[CH:8][CH:7]=[CH:6][CH:5]=2)[CH:8]=[CH:9][C:4]=1[CH3:10])=[O:18])[NH2:13]. (4) Given the reactants [C:1]12[CH2:8][CH2:7][C:6]1=[CH:5][CH:4]=[C:3]([NH:9][C:10]1[CH:15]=[CH:14][CH:13]=[CH:12][CH:11]=1)[CH:2]=2.[Br:16][C:17]1[CH:22]=[CH:21][C:20](I)=[CH:19][CH:18]=1.C1(N)(N)CCCCC1.CC(C)([O-])C.[Na+], predict the reaction product. The product is: [Br:16][C:17]1[CH:22]=[CH:21][C:20]([N:9]([C:3]2[CH:2]=[C:1]3[C:6](=[CH:5][CH:4]=2)[CH2:7][CH2:8]3)[C:10]2[CH:11]=[CH:12][CH:13]=[CH:14][CH:15]=2)=[CH:19][CH:18]=1. (5) The product is: [Cl:14][C:15]1[CH:16]=[CH:17][C:18]([NH:21][C:22]2[S:23][CH:24]=[CH:25][N:26]=2)=[CH:19][C:20]=1[O:8][CH2:7][C:3]1[CH2:4][CH2:5][CH2:6][C:2]=1[CH3:1]. Given the reactants [CH3:1][CH:2]1[CH2:6][CH2:5][CH2:4][CH:3]1[CH2:7][OH:8].Br.CC(O)=O.[Cl:14][C:15]1[CH:20]=[CH:19][C:18]([NH:21][C:22]2[S:23][CH:24]=[CH:25][N:26]=2)=[CH:17][C:16]=1O.C([O-])([O-])=O.[Cs+].[Cs+], predict the reaction product. (6) Given the reactants [Cl:1][C:2]1[C:7]([O:8][CH3:9])=[CH:6][C:5]([O:10][CH3:11])=[C:4]([Cl:12])[C:3]=1[C:13]1[N:18]=[CH:17][C:16]2[C:19]([C:22]3[CH:23]=[N:24][N:25]([CH2:27][C:28](O)=[O:29])[CH:26]=3)=[N:20][NH:21][C:15]=2[CH:14]=1.[CH3:31][NH:32][CH3:33], predict the reaction product. The product is: [Cl:1][C:2]1[C:7]([O:8][CH3:9])=[CH:6][C:5]([O:10][CH3:11])=[C:4]([Cl:12])[C:3]=1[C:13]1[N:18]=[CH:17][C:16]2[C:19]([C:22]3[CH:23]=[N:24][N:25]([CH2:27][C:28]([N:32]([CH3:33])[CH3:31])=[O:29])[CH:26]=3)=[N:20][NH:21][C:15]=2[CH:14]=1. (7) Given the reactants [H-].[Na+].[N+:3]([C:6]1[CH:7]=[C:8]([NH:12][S:13]([C:16]2[CH:21]=[CH:20][CH:19]=[CH:18][CH:17]=2)(=[O:15])=[O:14])[CH:9]=[CH:10][CH:11]=1)([O-:5])=[O:4].I[CH3:23], predict the reaction product. The product is: [CH3:23][N:12]([C:8]1[CH:9]=[CH:10][CH:11]=[C:6]([N+:3]([O-:5])=[O:4])[CH:7]=1)[S:13]([C:16]1[CH:17]=[CH:18][CH:19]=[CH:20][CH:21]=1)(=[O:15])=[O:14].